From a dataset of Full USPTO retrosynthesis dataset with 1.9M reactions from patents (1976-2016). Predict the reactants needed to synthesize the given product. (1) Given the product [C:1]([C:3]([CH3:29])([CH3:30])[C@@H:4]([NH:6][C:7]([C:9]1[C:17]2[C:12](=[N:13][CH:14]=[C:15]([CH:18]3[CH2:19][CH2:20]3)[N:16]=2)[NH:11][CH:10]=1)=[O:8])[CH3:5])#[N:2], predict the reactants needed to synthesize it. The reactants are: [C:1]([C:3]([CH3:30])([CH3:29])[C@@H:4]([NH:6][C:7]([C:9]1[C:17]2[C:12](=[N:13][CH:14]=[C:15]([CH:18]3[CH2:20][CH2:19]3)[N:16]=2)[N:11](COCC[Si](C)(C)C)[CH:10]=1)=[O:8])[CH3:5])#[N:2].C(O)(C(F)(F)F)=O.C(N)CN. (2) Given the product [C:14]([O:18][C:19](=[O:26])[NH:20][C@H:21]([CH3:25])[C@@:22]([OH:24])([CH3:4])[CH2:23][C:1]#[N:3])([CH3:17])([CH3:15])[CH3:16], predict the reactants needed to synthesize it. The reactants are: [C:1](#[N:3])C.[CH3:4][Si]([N-][Si](C)(C)C)(C)C.[Li+].[C:14]([O:18][C:19](=[O:26])[NH:20][C@H:21]([CH3:25])[C:22](=[O:24])[CH3:23])([CH3:17])([CH3:16])[CH3:15]. (3) Given the product [F:34][C:2]([C:8]1[CH:9]=[C:10]2[CH2:33][C@@:15]3([C:23]4[C:18](=[N:19][CH:20]=[CH:21][CH:22]=4)[N:17]([CH2:24][O:25][CH2:26][CH2:27][Si:28]([CH3:29])([CH3:31])[CH3:30])[C:16]3=[O:32])[CH2:14][C:11]2=[N:12][CH:13]=1)([F:1])[CH2:3][OH:4], predict the reactants needed to synthesize it. The reactants are: [F:1][C:2]([F:34])([C:8]1[CH:9]=[C:10]2[CH2:33][C@@:15]3([C:23]4[C:18](=[N:19][CH:20]=[CH:21][CH:22]=4)[N:17]([CH2:24][O:25][CH2:26][CH2:27][Si:28]([CH3:31])([CH3:30])[CH3:29])[C:16]3=[O:32])[CH2:14][C:11]2=[N:12][CH:13]=1)[C:3](OCC)=[O:4].[Cl-].[Ca+2].[Cl-].[BH4-].[Na+]. (4) Given the product [F:17][C:2]([F:1])([S:13]([O-:16])(=[O:15])=[O:14])[C:3]([F:11])([F:12])[C:4]([F:10])([F:9])[C:5]([F:8])([F:7])[F:6].[CH2:20]([S+:29]1[CH2:33][CH2:32][CH2:31][CH2:30]1)[C:21]([C:23]1[CH:28]=[CH:27][CH:26]=[CH:25][CH:24]=1)=[O:22], predict the reactants needed to synthesize it. The reactants are: [F:1][C:2]([F:17])([S:13]([O-:16])(=[O:15])=[O:14])[C:3]([F:12])([F:11])[C:4]([F:10])([F:9])[C:5]([F:8])([F:7])[F:6].[K+].[Br-].[CH2:20]([S+:29]1[CH2:33][CH2:32][CH2:31][CH2:30]1)[C:21]([C:23]1[CH:28]=[CH:27][CH:26]=[CH:25][CH:24]=1)=[O:22].